From a dataset of Reaction yield outcomes from USPTO patents with 853,638 reactions. Predict the reaction yield, written as a fraction of the theoretical maximum amount of product (1.0 means a 100% yield; for example, 0.34 means a 34% yield). (1) The reactants are [NH2:1][C:2]1[CH:11]=[CH:10][CH:9]=[C:8]2[C:3]=1[C:4](=[O:21])[N:5]([CH:13]1[CH2:18][CH2:17][C:16](=[O:19])[NH:15][C:14]1=[O:20])[C:6]([CH3:12])=[N:7]2.[C:22](Cl)(=[O:29])[CH2:23][CH2:24][CH2:25][CH2:26][CH2:27][CH3:28]. The catalyst is O1CCCC1. The product is [O:20]=[C:14]1[CH:13]([N:5]2[C:4](=[O:21])[C:3]3[C:8](=[CH:9][CH:10]=[CH:11][C:2]=3[NH:1][C:22](=[O:29])[CH2:23][CH2:24][CH2:25][CH2:26][CH2:27][CH3:28])[N:7]=[C:6]2[CH3:12])[CH2:18][CH2:17][C:16](=[O:19])[NH:15]1. The yield is 0.180. (2) The reactants are [C:1]([O:7][CH2:8][CH3:9])(=[O:6])[CH2:2][C:3]([CH3:5])=O.[Cl:10][C:11]1[CH:18]=[CH:17][C:14]([CH:15]=O)=[CH:13][CH:12]=1.[NH4+:19].[OH-:20]. The catalyst is CCO.C(Cl)Cl. The product is [Cl:10][C:11]1[CH:18]=[CH:17][C:14]([CH:15]2[C:2]([C:1]([O:7][CH2:8][CH3:9])=[O:6])=[C:3]([CH3:5])[NH:19][C:3]([CH3:5])=[C:2]2[C:1]([O:7][CH2:8][CH3:9])=[O:20])=[CH:13][CH:12]=1. The yield is 0.680. (3) The reactants are [OH:1][C:2]1[CH:3]=[C:4]([NH:10][C:11]2[S:12][CH:13]=[C:14]([C:16]([O:18][CH2:19][CH3:20])=[O:17])[N:15]=2)[CH:5]=[CH:6][C:7]=1[O:8][CH3:9].C([O-])([O-])=O.[K+].[K+].Br[CH2:28][CH:29]=[C:30]([CH3:32])[CH3:31]. The catalyst is CC(C)=O. The product is [CH3:9][O:8][C:7]1[CH:6]=[CH:5][C:4]([NH:10][C:11]2[S:12][CH:13]=[C:14]([C:16]([O:18][CH2:19][CH3:20])=[O:17])[N:15]=2)=[CH:3][C:2]=1[O:1][CH2:28][CH:29]=[C:30]([CH3:32])[CH3:31]. The yield is 0.420. (4) The reactants are Br[CH2:2][CH2:3][F:4].[NH:5]1[CH2:10][CH2:9][CH:8]([C:11]2[CH:16]=[CH:15][C:14]([N:17]3[CH:21]=[C:20]([C:22]4[C:30]5[C:25](=[CH:26][CH:27]=[CH:28][CH:29]=5)[NH:24][N:23]=4)[N:19]=[N:18]3)=[CH:13][CH:12]=2)[CH2:7][CH2:6]1.C([O-])(O)=O.[Na+]. The catalyst is CN(C=O)C.O. The product is [F:4][CH2:3][CH2:2][N:5]1[CH2:10][CH2:9][CH:8]([C:11]2[CH:16]=[CH:15][C:14]([N:17]3[CH:21]=[C:20]([C:22]4[C:30]5[C:25](=[CH:26][CH:27]=[CH:28][CH:29]=5)[NH:24][N:23]=4)[N:19]=[N:18]3)=[CH:13][CH:12]=2)[CH2:7][CH2:6]1. The yield is 0.390. (5) The reactants are [C:1]([C:3]1([F:15])[CH2:7][CH2:6][N:5]([C:8]([O:10]C(C)(C)C)=O)[CH2:4]1)#[N:2].C(O)(C(F)(F)F)=O.[C:23]([O:27][C:28]([NH:30][C@H:31]([C:35]([CH3:38])([CH3:37])[CH3:36])C(O)=O)=[O:29])([CH3:26])([CH3:25])[CH3:24].C1C=CC2N(O)N=NC=2C=1.CN(C(ON1N=NC2C=CC=NC1=2)=[N+](C)C)C.F[P-](F)(F)(F)(F)F.C(N(CC)C(C)C)(C)C. The catalyst is C(Cl)Cl.CN(C=O)C. The product is [C:1]([C:3]1([F:15])[CH2:7][CH2:6][N:5]([C:8](=[O:10])[C@H:31]([NH:30][C:28](=[O:29])[O:27][C:23]([CH3:26])([CH3:25])[CH3:24])[C:35]([CH3:38])([CH3:37])[CH3:36])[CH2:4]1)#[N:2]. The yield is 0.830. (6) The reactants are [CH3:1][O:2][C:3]1[CH:4]=[C:5]2[C:9](=[CH:10][CH:11]=1)[NH:8][CH:7]=[CH:6]2.Cl.O.[NH:14]1[CH2:19][CH2:18][C:17](=O)[CH2:16][CH2:15]1.[OH-].[K+].O. The catalyst is CO. The product is [CH3:1][O:2][C:3]1[CH:4]=[C:5]2[C:9](=[CH:10][CH:11]=1)[NH:8][CH:7]=[C:6]2[C:17]1[CH2:18][CH2:19][NH:14][CH2:15][CH:16]=1. The yield is 0.580. (7) The reactants are [H-].[Na+].[C:3]([O:9][C:10]([CH3:13])(C)C)(=[O:8])[CH2:4][C:5]([CH3:7])=[O:6].Cl.Cl[CH2:16][C:17]1[CH:22]=[CH:21][N:20]=[CH:19][CH:18]=1.C(=O)([O-])O.[Na+]. The catalyst is CN(C)C=O. The product is [C:5]([CH:4]([CH2:16][C:17]1[CH:22]=[CH:21][N:20]=[CH:19][CH:18]=1)[C:3]([O:9][CH2:10][CH3:13])=[O:8])(=[O:6])[CH3:7]. The yield is 0.180.